From a dataset of Forward reaction prediction with 1.9M reactions from USPTO patents (1976-2016). Predict the product of the given reaction. (1) Given the reactants [NH2:1][C:2]1[C:3]([N+:18]([O-])=O)=[C:4]([CH:9]=[C:10]([N:12]2[CH2:17][CH2:16][O:15][CH2:14][CH2:13]2)[CH:11]=1)[C:5]([O:7][CH3:8])=[O:6], predict the reaction product. The product is: [NH2:18][C:3]1[C:2]([NH2:1])=[CH:11][C:10]([N:12]2[CH2:17][CH2:16][O:15][CH2:14][CH2:13]2)=[CH:9][C:4]=1[C:5]([O:7][CH3:8])=[O:6]. (2) Given the reactants O.[C:2]([O:6][C:7]([NH:9][C@H:10]([C:15]([OH:17])=[O:16])[CH2:11][CH:12]([CH3:14])[CH3:13])=[O:8])([CH3:5])([CH3:4])[CH3:3].CC(C)([O-])C.[K+].C(O)(C)(C)C.Cl[CH2:30][C:31]([O:33][C@H:34]([CH2:63][N:64]([S:69]([C:72]1[CH:80]=[CH:79][C:75]2[O:76][CH2:77][O:78][C:74]=2[CH:73]=1)(=[O:71])=[O:70])[CH2:65][CH:66]([CH3:68])[CH3:67])[C@@H:35]([NH:51][C:52]([O:54][C@@H:55]1[C@H:62]2[C@H:58]([O:59][CH2:60][CH2:61]2)[O:57][CH2:56]1)=[O:53])[CH2:36][C:37]1[CH:42]=[CH:41][C:40]([O:43][CH2:44][C:45]2[N:46]=[C:47]([CH3:50])[S:48][CH:49]=2)=[CH:39][CH:38]=1)=[O:32], predict the reaction product. The product is: [C:2]([O:6][C:7]([NH:9][C@H:10]([C:15]([O:17][CH2:30][C:31]([O:33][C@H:34]([CH2:63][N:64]([S:69]([C:72]1[CH:80]=[CH:79][C:75]2[O:76][CH2:77][O:78][C:74]=2[CH:73]=1)(=[O:71])=[O:70])[CH2:65][CH:66]([CH3:68])[CH3:67])[C@@H:35]([NH:51][C:52]([O:54][C@@H:55]1[C@H:62]2[C@H:58]([O:59][CH2:60][CH2:61]2)[O:57][CH2:56]1)=[O:53])[CH2:36][C:37]1[CH:42]=[CH:41][C:40]([O:43][CH2:44][C:45]2[N:46]=[C:47]([CH3:50])[S:48][CH:49]=2)=[CH:39][CH:38]=1)=[O:32])=[O:16])[CH2:11][CH:12]([CH3:13])[CH3:14])=[O:8])([CH3:4])([CH3:3])[CH3:5].